From a dataset of Forward reaction prediction with 1.9M reactions from USPTO patents (1976-2016). Predict the product of the given reaction. (1) Given the reactants [Br:1][C:2]1[CH:3]=[C:4]2[C:8](=[CH:9][CH:10]=1)[N:7]([CH:11]([CH2:15][CH:16]([CH3:18])[CH3:17])[C:12]([OH:14])=O)[C:6](=[O:19])[C:5]2=[O:20].[CH3:21][N:22]1[CH:26]=[CH:25][C:24]([NH2:27])=[N:23]1.C(N(CC)C(C)C)(C)C.F[P-](F)(F)(F)(F)F.N1(O[P+](N(C)C)(N(C)C)N(C)C)C2C=CC=CC=2N=N1, predict the reaction product. The product is: [CH3:21][N:22]1[CH:26]=[CH:25][C:24]([NH:27][C:12](=[O:14])[CH:11]([N:7]2[C:8]3[C:4](=[CH:3][C:2]([Br:1])=[CH:10][CH:9]=3)[C:5](=[O:20])[C:6]2=[O:19])[CH2:15][CH:16]([CH3:18])[CH3:17])=[N:23]1. (2) The product is: [CH3:22][C:20]1[N:19]([CH2:23][C:24]2[CH:29]=[CH:28][C:27]([CH3:30])=[CH:26][CH:25]=2)[N:18]=[C:17]([C:15]2[O:14][N:13]=[C:12]([C:9]3[CH:10]=[CH:11][C:6]([N:5]4[C:3](=[O:4])[CH2:2][NH:32][CH2:31]4)=[CH:7][CH:8]=3)[N:16]=2)[CH:21]=1. Given the reactants Br[CH2:2][C:3]([NH:5][C:6]1[CH:11]=[CH:10][C:9]([C:12]2[N:16]=[C:15]([C:17]3[CH:21]=[C:20]([CH3:22])[N:19]([CH2:23][C:24]4[CH:29]=[CH:28][C:27]([CH3:30])=[CH:26][CH:25]=4)[N:18]=3)[O:14][N:13]=2)=[CH:8][CH:7]=1)=[O:4].[CH2:31]1N2CN3CN(C2)C[N:32]1C3.C(OCC)(=O)C.C(=O)(O)[O-].[Na+], predict the reaction product. (3) Given the reactants [CH3:1][Mg]Cl.[C:4]([O:8][C:9]([N:11]1[CH2:16][CH2:15][CH:14]([CH2:17][CH2:18][CH:19]=[O:20])[CH2:13][CH2:12]1)=[O:10])([CH3:7])([CH3:6])[CH3:5], predict the reaction product. The product is: [C:4]([O:8][C:9]([N:11]1[CH2:16][CH2:15][CH:14]([CH2:17][CH2:18][CH:19]([OH:20])[CH3:1])[CH2:13][CH2:12]1)=[O:10])([CH3:7])([CH3:6])[CH3:5]. (4) Given the reactants [OH:1][C:2]1([C:18]2[N:19]=[CH:20][NH:21][CH:22]=2)[CH2:7][CH2:6][N:5]([C:8]([O:10][CH2:11][C:12]2[CH:17]=[CH:16][CH:15]=[CH:14][CH:13]=2)=[O:9])[CH2:4][CH2:3]1.Br[C:24]1[N:29]=[C:28]([NH:30][C:31]2[CH:36]=[C:35]([C:37]([F:40])([F:39])[F:38])[CH:34]=[CH:33][N:32]=2)[CH:27]=[C:26]([CH3:41])[CH:25]=1.N1CCC[C@H]1C(O)=O.C(=O)([O-])[O-].[K+].[K+], predict the reaction product. The product is: [OH:1][C:2]1([C:18]2[N:19]=[CH:20][N:21]([C:24]3[CH:25]=[C:26]([CH3:41])[CH:27]=[C:28]([NH:30][C:31]4[CH:36]=[C:35]([C:37]([F:38])([F:39])[F:40])[CH:34]=[CH:33][N:32]=4)[N:29]=3)[CH:22]=2)[CH2:7][CH2:6][N:5]([C:8]([O:10][CH2:11][C:12]2[CH:17]=[CH:16][CH:15]=[CH:14][CH:13]=2)=[O:9])[CH2:4][CH2:3]1.